This data is from Reaction yield outcomes from USPTO patents with 853,638 reactions. The task is: Predict the reaction yield, written as a fraction of the theoretical maximum amount of product (1.0 means a 100% yield; for example, 0.34 means a 34% yield). (1) The reactants are [Cl:1][C:2]1[CH:7]=[CH:6][C:5]([S:8]([C:11](=[C:14]([NH:17][C:18]2[CH:23]=[C:22]([O:24][CH3:25])[CH:21]=[C:20]([O:26][CH3:27])[CH:19]=2)SC)[C:12]#[N:13])(=[O:10])=[O:9])=[CH:4][CH:3]=1.[CH3:28][C:29]([NH2:33])([CH3:32])[CH2:30][CH3:31]. No catalyst specified. The product is [Cl:1][C:2]1[CH:7]=[CH:6][C:5]([S:8]([C:11](=[C:14]([NH:17][C:18]2[CH:23]=[C:22]([O:24][CH3:25])[CH:21]=[C:20]([O:26][CH3:27])[CH:19]=2)[NH:33][C:29]([CH3:32])([CH3:28])[CH2:30][CH3:31])[C:12]#[N:13])(=[O:10])=[O:9])=[CH:4][CH:3]=1. The yield is 0.260. (2) The reactants are [OH:1][C:2]1[C:7]([CH:8]([CH3:10])[CH3:9])=[C:6]([O:11][CH2:12][C:13]2[CH:18]=[CH:17][C:16]([CH:19](O)[C:20]3[CH:25]=[CH:24][CH:23]=[C:22]([C:26]4[N:27]=[N:28][NH:29][N:30]=4)[CH:21]=3)=[CH:15][CH:14]=2)[CH:5]=[CH:4][C:3]=1[C:32](=[O:34])[CH3:33].[SiH](CC)(CC)CC.B(F)(F)F. The catalyst is C(Cl)Cl. The product is [OH:1][C:2]1[C:7]([CH:8]([CH3:9])[CH3:10])=[C:6]([O:11][CH2:12][C:13]2[CH:14]=[CH:15][C:16]([CH2:19][C:20]3[CH:25]=[CH:24][CH:23]=[C:22]([C:26]4[N:27]=[N:28][NH:29][N:30]=4)[CH:21]=3)=[CH:17][CH:18]=2)[CH:5]=[CH:4][C:3]=1[C:32](=[O:34])[CH3:33]. The yield is 0.300. (3) The catalyst is O1CCCC1.[C].[Pd]. The yield is 0.870. The product is [N:10]1[CH:11]=[CH:12][C:13]([C:15]([O:17][CH2:18][CH3:19])=[O:16])=[N:14][CH:9]=1. The reactants are C(N(CC)CC)C.Cl[C:9]1[N:14]=[C:13]([C:15]([O:17][CH2:18][CH3:19])=[O:16])[CH:12]=[C:11](Cl)[N:10]=1. (4) The product is [C:1]([C@@H:4]1[CH2:7][C@H:6]([C:8]([O:10][C:33]([CH3:36])([CH3:35])[CH3:34])=[O:9])[C:5]1([CH3:12])[CH3:11])(=[O:3])[CH3:2]. The yield is 0.700. The catalyst is CCOC(C)=O. The reactants are [C:1]([C@@H:4]1[CH2:7][C@H:6]([C:8]([OH:10])=[O:9])[C:5]1([CH3:12])[CH3:11])(=[O:3])[CH3:2].C1COCC1.C1CCC(N=C=NC2CCCCC2)CC1.[C:33](O)([CH3:36])([CH3:35])[CH3:34]. (5) The reactants are [CH2:1]([O:8][N:9]1[C:15](=[O:16])[N:14]2[CH2:17][C@H:10]1[CH2:11][CH2:12][C@H:13]2[C:18]([OH:20])=O)[C:2]1[CH:7]=[CH:6][CH:5]=[CH:4][CH:3]=1.[NH2:21][O:22][CH2:23][C:24]1[N:28]([CH3:29])[CH:27]=[N:26][CH:25]=1.ON1C2C=CC=CC=2N=N1.Cl.C(N=C=NCCCN(C)C)C. The catalyst is C(Cl)Cl. The product is [CH2:1]([O:8][N:9]1[C:15](=[O:16])[N:14]2[CH2:17][C@H:10]1[CH2:11][CH2:12][C@H:13]2[C:18]([NH:21][O:22][CH2:23][C:24]1[N:28]([CH3:29])[CH:27]=[N:26][CH:25]=1)=[O:20])[C:2]1[CH:3]=[CH:4][CH:5]=[CH:6][CH:7]=1. The yield is 1.00. (6) The reactants are [F:1][C:2]1[CH:7]=[CH:6][CH:5]=[CH:4][C:3]=1[OH:8].[H-].[Na+].F[C:12]1[CH:17]=[CH:16][C:15]([N+:18]([O-:20])=[O:19])=[CH:14][CH:13]=1. The catalyst is Cl[Cu]. The product is [F:1][C:2]1[CH:7]=[CH:6][CH:5]=[CH:4][C:3]=1[O:8][C:12]1[CH:17]=[CH:16][C:15]([N+:18]([O-:20])=[O:19])=[CH:14][CH:13]=1. The yield is 0.310. (7) The reactants are COC1C=CC(C[N:10]2[CH:27]([C:28]3[CH:33]=[CH:32][CH:31]=[CH:30][CH:29]=3)[CH2:26][O:25][C:12]3([CH2:17][CH2:16][N:15]([C:18]([O:20][C:21]([CH3:24])([CH3:23])[CH3:22])=[O:19])[CH2:14][CH2:13]3)[CH2:11]2)=CC=1.C([O-])=O.[NH4+]. The catalyst is [Pd].CO. The product is [C:28]1([CH:27]2[CH2:26][O:25][C:12]3([CH2:13][CH2:14][N:15]([C:18]([O:20][C:21]([CH3:22])([CH3:23])[CH3:24])=[O:19])[CH2:16][CH2:17]3)[CH2:11][NH:10]2)[CH:29]=[CH:30][CH:31]=[CH:32][CH:33]=1. The yield is 0.930. (8) The reactants are Cl.[CH2:2]([O:9][C:10]1[CH:15]=[C:14]([Br:16])[CH:13]=[CH:12][C:11]=1[NH:17]N)[C:3]1[CH:8]=[CH:7][CH:6]=[CH:5][CH:4]=1.[CH2:19]1[CH:26]2[NH:27][CH:21]([CH2:22][C:23]([CH2:25]2)=O)[CH2:20]1.Cl.Cl.[OH-].[NH4+].[C:32](O[C:32]([O:34][C:35]([CH3:38])([CH3:37])[CH3:36])=[O:33])([O:34][C:35]([CH3:38])([CH3:37])[CH3:36])=[O:33].C(N(CC)CC)C. The catalyst is C(O)C.CO. The product is [Br:16][C:14]1[CH:15]=[C:10]([O:9][CH2:2][C:3]2[CH:8]=[CH:7][CH:6]=[CH:5][CH:4]=2)[C:11]2[NH:17][C:23]3[CH2:22][CH:21]4[NH:27][CH:26]([C:25]=3[C:12]=2[C:13]=1[C:32]([O:34][C:35]([CH3:38])([CH3:37])[CH3:36])=[O:33])[CH2:19][CH2:20]4. The yield is 0.280. (9) The reactants are [Br:1][C:2]1[CH:7]=[C:6](SCC)[CH:5]=[CH:4][C:3]=1[F:11].[CH:12]1C=C(Cl)C=C(C(OO)=O)[CH:13]=1.[O-:23][S:24]([O-:27])(=S)=O.[Na+].[Na+]. The catalyst is C(Cl)Cl. The product is [Br:1][C:2]1[CH:7]=[C:6]([S:24]([CH2:12][CH3:13])(=[O:27])=[O:23])[CH:5]=[CH:4][C:3]=1[F:11]. The yield is 0.500. (10) The reactants are [Br:1][C:2]1[CH:3]=[C:4]([CH2:8][NH2:9])[CH:5]=[N:6][CH:7]=1.[CH:10]1([CH:15]=O)[CH2:14][CH2:13][CH2:12][CH2:11]1.[BH3-]C#N.[Na+]. The catalyst is CO. The product is [Br:1][C:2]1[CH:3]=[C:4]([CH2:8][NH:9][CH2:15][CH:10]2[CH2:14][CH2:13][CH2:12][CH2:11]2)[CH:5]=[N:6][CH:7]=1. The yield is 0.793.